This data is from Experimentally validated miRNA-target interactions with 360,000+ pairs, plus equal number of negative samples. The task is: Binary Classification. Given a miRNA mature sequence and a target amino acid sequence, predict their likelihood of interaction. (1) The miRNA is rno-miR-135a-5p with sequence UAUGGCUUUUUAUUCCUAUGUGA. The protein sequence of the target gene is MARDAELARSSGWPWRWLPALLLLQLLRWRCALCALPFTSSRHPGFADLLSEQQLLEVQDLTLSLLQGGGLGPLSLLPPDLPDLEPECRELLMDFANSSAELTACMVRSARPVRLCQTCYPLFQQVAIKMDNISRNIGNTSEGPRCGGSLLTADRMQIVLMVSEFFNSTWQEANCANCLTNNGEDLSNNTEDFLSLFNKTLACFEHNLQGHTYSLLPPKNYSEVCRNCKEAYKNLSLLYSQMQKLNGLENKAEPETHLCIDVEDAMNITRKLWSRTFNCSVTCSDTVSVVAVSVFILFLP.... Result: 0 (no interaction). (2) The miRNA is hsa-miR-3655 with sequence GCUUGUCGCUGCGGUGUUGCU. The protein sequence of the target gene is MAMRTRLTWQQEKCLQNYFGGKRFCLLYKASVQKFSHQNLLCTCENQGPTMIVVYSEKCVIGMYLKEGFQGKDVSITIFALQETGFSLCAKGPDSPYLLFHKRKTNDFSILLDEKAVIVSSAICKMLQLTARNNVIPIQECEAFRCEELLDERKTRGIAVLHSNLLQALRDYKPYGDLVQQTRVLLLGPIGAGKSSFVNSVKSVFKGSITHQILVGCDEDGISDKYRTYSIKAKDDSDPLPFILCDSLGLGENAGLHTDDVWHILKGHTPDRYQFDSMKPITSNHPNYTHDPLLKDRIHC.... Result: 0 (no interaction). (3) The miRNA is mmu-miR-1981-5p with sequence GUAAAGGCUGGGCUUAGACGUGGC. The protein sequence of the target gene is MKQSSNVPAFLSKLWTLVEETHTNEFITWSQNGQSFLVLDEQRFAKEILPKYFKHNNMASFVRQLNMYGFRKVVHIDSGIVKQERDGPVEFQHPYFKQGQDDLLENIKRKVSSSKPEENKIRQEDLTKIISSAQKVQIKQETIESRLSELKSENESLWKEVSELRAKHAQQQQVIRKIVQFIVTLVQNNQLVSLKRKRPLLLNTNGAQKKNLFQHIVKEPTDNHHHKVPHSRTEGLKPRERISDDIIIYDVTDDNADEENIPVIPETNEDVISDPSNCSQYPDIVIVEDDNEDEYAPVIQ.... Result: 0 (no interaction). (4) The miRNA is hsa-miR-6773-3p with sequence ACUGUCACUUCUCUGCCCAUAG. The protein sequence of the target gene is MAAPLGGMFSGQPPGPPQAPPGLPGQASLLQAAPGAPRPSSSTLVDELESSFEACFASLVSQDYVNGTDQEEIRTGVDQCIQKFLDIARQTECFFLQKRLQLSVQKPEQVIKEDVSELRNELQRKDALVQKHLTKLRHWQQVLEDINVQHKKPADIPQGSLAYLEQASANIPAPLKPT. Result: 1 (interaction). (5) The miRNA is hsa-miR-374b-3p with sequence CUUAGCAGGUUGUAUUAUCAUU. The protein sequence of the target gene is MSNRNNNKLPSNLPQLQNLIKRDPPAYIEEFLQQYNHYKSNVEIFKLQPNKPSKELAELVMFMAQISHCYPEYLSNFPQEVKDLLSCNHTVLDPDLRMTFCKALILLRNKNLINPSSLLELFFELFRCHDKLLRKTLYTHIVTDIKNINAKHKNNKVNVVLQNFMYTMLRDSNATAAKMSLDVMIELYRRNIWNDAKTVNVITTACFSKVTKILVAALTFFLGKDEDEKQDSDSESEDDGPTARDLLVQYATGKKSSKNKKKLEKAMKVLKKQKKKKKPEVFNFSAIHLIHDPQDFAEKL.... Result: 0 (no interaction). (6) The miRNA is mmu-miR-203-5p with sequence AGUGGUUCUUGACAGUUCAACA. The protein sequence of the target gene is MQRAWILLTLGLMACVSAETRTELTSDKDMYLDNSSIEEASGVYPIDDDDYSSASGSGADEDIESPVLTTSQLIPRIPLTSAASPKVETMTLKTQSITPAQTESPEETDKEEVDISEAEEKLGPAIKSTDVYTEKHSDNLFKRTEVLAAVIAGGVIGFLFAIFLILLLVYRMRKKDEGSYDLGERKPSSAAYQKAPTKEFYA. Result: 0 (no interaction). (7) The miRNA is hsa-let-7f-2-3p with sequence CUAUACAGUCUACUGUCUUUCC. The protein sequence of the target gene is MGRFRGGLRCIKYLLLGFNLLFWLAGSAVIAFGLWFRFGGAIKELSSEDKSPEYFYVGLYVLVGAGALMMAVGFFGCCGAMRESQCVLGSFFTCLLVIFAAEVTTGVFAFIGKGVAIRHVQTMYEEAYNDYLKDRGKGNGTLITFHSTFQCCGKESSEQVQPTCPKELLGHKNCIDEIETIISVKLQLIGIVGIGIAGLTIFGMIFSMVLCCAIRNSRDVI. Result: 1 (interaction). (8) The miRNA is hsa-miR-3186-3p with sequence UCACGCGGAGAGAUGGCUUUG. The protein sequence of the target gene is MAAAEEEDGGPEGPNRERGGAGATFECNICLETAREAVVSVCGHLYCWPCLHQWLETRPERQECPVCKAGISREKVVPLYGRGSQKPQDPRLKTPPRPQGQRPAPESRGGFQPFGDTGGFHFSFGVGAFPFGFFTTVFNAHEPFRRGTGVDLGQGHPASSWQDSLFLFLAIFFFFWLLSI. Result: 0 (no interaction).